Task: Predict the reactants needed to synthesize the given product.. Dataset: Full USPTO retrosynthesis dataset with 1.9M reactions from patents (1976-2016) The reactants are: [Cl:1][C:2]1[CH:7]=[CH:6][C:5]([O:8][C:9]2[CH:14]=[CH:13][C:12]([CH2:15][CH2:16][NH2:17])=[CH:11][CH:10]=2)=[CH:4][C:3]=1[C:18]([F:21])([F:20])[F:19].[Cl:1][C:2]1[CH:7]=[CH:6][C:5]([O:8][C:9]2[CH:10]=[CH:11][C:12]([CH2:15][CH2:16][NH2:17])=[CH:13][CH:14]=2)=[CH:4][C:3]=1[C:18]([F:19])([F:20])[F:21].[N+](N[C:47]1[NH:48][CH:49]=[C:50]([CH2:54][C:55]2[CH:56]=[N:57][CH:58]=[N:59][CH:60]=2)[C:51](=[O:53])[N:52]=1)([O-])=O. Given the product [Cl:1][C:2]1[CH:7]=[CH:6][C:5]([O:8][C:9]2[CH:10]=[CH:11][C:12]([CH2:15][CH2:16][NH:17][C:47]3[NH:48][CH:49]=[C:50]([CH2:54][C:55]4[CH:56]=[N:57][N:59]([CH3:58])[CH:60]=4)[C:51](=[O:53])[N:52]=3)=[CH:13][CH:14]=2)=[CH:4][C:3]=1[C:18]([F:19])([F:20])[F:21], predict the reactants needed to synthesize it.